Dataset: Full USPTO retrosynthesis dataset with 1.9M reactions from patents (1976-2016). Task: Predict the reactants needed to synthesize the given product. (1) Given the product [Cl:19][CH:9]([C:8]([C:3]1[CH:4]=[CH:5][CH:6]=[CH:7][C:2]=1[F:1])=[O:15])[C:10]([O:12][CH2:13][CH3:14])=[O:11], predict the reactants needed to synthesize it. The reactants are: [F:1][C:2]1[CH:7]=[CH:6][CH:5]=[CH:4][C:3]=1[C:8](=[O:15])[CH2:9][C:10]([O:12][CH2:13][CH3:14])=[O:11].S(Cl)([Cl:19])(=O)=O. (2) Given the product [NH2:33][C@@:10]1([C:8]([O:7][CH2:6][O:5][C:3](=[O:4])[C:2]([CH3:42])([CH3:41])[CH3:1])=[O:9])[CH2:15][C@H:14]([S:16][C:17]2[N:21]=[CH:20][NH:19][N:18]=2)[C@@H:13]2[C@H:11]1[C@H:12]2[C:22]([O:24][CH2:25][O:26][C:27](=[O:32])[C:28]([CH3:31])([CH3:30])[CH3:29])=[O:23], predict the reactants needed to synthesize it. The reactants are: [CH3:1][C:2]([CH3:42])([CH3:41])[C:3]([O:5][CH2:6][O:7][C:8]([C@:10]1([NH:33]C(OC(C)(C)C)=O)[CH2:15][C@H:14]([S:16][C:17]2[N:21]=[CH:20][NH:19][N:18]=2)[C@@H:13]2[C@H:11]1[C@H:12]2[C:22]([O:24][CH2:25][O:26][C:27](=[O:32])[C:28]([CH3:31])([CH3:30])[CH3:29])=[O:23])=[O:9])=[O:4]. (3) Given the product [CH3:1][C:2]1[C:3](=[O:13])[C:4]2[C:9](=[CH:8][CH:7]=[CH:6][CH:5]=2)/[C:10](=[N:22]/[NH:21][C:19](=[O:20])[C:18]2[CH:23]=[CH:24][C:15]([OH:14])=[CH:16][CH:17]=2)/[CH:11]=1, predict the reactants needed to synthesize it. The reactants are: [CH3:1][C:2]1[C:3](=[O:13])[C:4]2[C:9]([C:10](=O)[CH:11]=1)=[CH:8][CH:7]=[CH:6][CH:5]=2.[OH:14][C:15]1[CH:24]=[CH:23][C:18]([C:19]([NH:21][NH2:22])=[O:20])=[CH:17][CH:16]=1.C1(C)C=CC(S(O)(=O)=O)=CC=1. (4) Given the product [O:32]([C:29]1[CH:30]=[C:21]([CH3:20])[CH:22]=[C:23]([CH3:24])[C:18]=1[CH2:17][C:16]1[CH:27]=[CH:28][C:13]([CH2:12][CH2:11][CH2:10][OH:9])=[CH:14][CH:15]=1)[C@@H:33]1[O:50][C@H:49]([CH2:51][OH:52])[C@@H:44]([OH:45])[C@H:39]([OH:40])[C@H:34]1[OH:35], predict the reactants needed to synthesize it. The reactants are: C([O:9][CH2:10][CH2:11][CH2:12][C:13]1[CH:28]=[CH:27][C:16]([CH2:17][C:18]2[C:23]([CH3:24])=[CH:22][C:21](C)=[CH:20]C=2O)=[CH:15][CH:14]=1)(=O)C1C=CC=CC=1.[C:29]([O:32][C@@H:33]1[O:50][C@H:49]([CH2:51][O:52]C(=O)C)[C@@H:44]([O:45]C(=O)C)[C@H:39]([O:40]C(=O)C)[C@H:34]1[O:35]C(=O)C)(=O)[CH3:30].C(OCC)(=O)C.C(=O)([O-])O.[Na+]. (5) Given the product [F:1][C:2]1[CH:8]=[CH:7][CH:6]=[C:5]([F:9])[C:3]=1[NH:4][C:12](=[O:13])[CH2:11][CH2:15][C:16]([O:17][CH3:20])=[O:19], predict the reactants needed to synthesize it. The reactants are: [F:1][C:2]1[CH:8]=[CH:7][CH:6]=[C:5]([F:9])[C:3]=1[NH2:4].C[CH:11]([CH2:15][C:16](Cl)=[O:17])[C:12](Cl)=[O:13].[OH2:19].[CH3:20]N(C)C=O. (6) Given the product [C:1]([O:5][C:6](=[O:9])[CH2:7]/[N:8]=[CH:16]/[CH2:15][CH:10]1[CH2:14][CH2:13][CH2:12][CH2:11]1)([CH3:4])([CH3:3])[CH3:2], predict the reactants needed to synthesize it. The reactants are: [C:1]([O:5][C:6](=[O:9])[CH2:7][NH2:8])([CH3:4])([CH3:3])[CH3:2].[CH:10]1([CH2:15][CH:16]=O)[CH2:14][CH2:13][CH2:12][CH2:11]1. (7) The reactants are: [CH3:1][CH:2]1[O:7][CH:6]([CH3:8])[CH:5]2[C:9]3([CH2:18][C:19]4[C:24]([N:4]2[C:3]1=[O:33])=[CH:23][CH:22]=[C:21]([NH:25]C(=O)OC(C)(C)C)[CH:20]=4)[C:14](=[O:15])[NH:13][C:12](=[O:16])[NH:11][C:10]3=[O:17].[ClH:34].O1CCOCC1. Given the product [ClH:34].[NH2:25][C:21]1[CH:20]=[C:19]2[C:24](=[CH:23][CH:22]=1)[N:4]1[C:3](=[O:33])[CH:2]([CH3:1])[O:7][CH:6]([CH3:8])[CH:5]1[C:9]1([C:14](=[O:15])[NH:13][C:12](=[O:16])[NH:11][C:10]1=[O:17])[CH2:18]2, predict the reactants needed to synthesize it. (8) Given the product [Cl:1][C:2]1[CH:15]=[CH:14][C:5]([CH2:6][N:7]2[CH2:12][CH2:11][CH:10]([NH:13][C:31](=[O:32])[C:29]3[CH:28]=[CH:27][N:26]=[C:25]([N:19]4[CH2:20][CH2:21][O:22][CH2:23][CH2:24]4)[CH:30]=3)[CH2:9][CH2:8]2)=[CH:4][C:3]=1[O:16][CH2:17][CH3:18], predict the reactants needed to synthesize it. The reactants are: [Cl:1][C:2]1[CH:15]=[CH:14][C:5]([CH2:6][N:7]2[CH2:12][CH2:11][CH:10]([NH2:13])[CH2:9][CH2:8]2)=[CH:4][C:3]=1[O:16][CH2:17][CH3:18].[N:19]1([C:25]2[CH:30]=[C:29]([C:31](O)=[O:32])[CH:28]=[CH:27][N:26]=2)[CH2:24][CH2:23][O:22][CH2:21][CH2:20]1.